Dataset: Forward reaction prediction with 1.9M reactions from USPTO patents (1976-2016). Task: Predict the product of the given reaction. (1) Given the reactants [Br:1][C:2]1[N:7]=[C:6]([CH2:8][N:9]2C(=O)C3C(=CC=CC=3)C2=O)[CH:5]=[CH:4][CH:3]=1.O.NN, predict the reaction product. The product is: [Br:1][C:2]1[N:7]=[C:6]([CH2:8][NH2:9])[CH:5]=[CH:4][CH:3]=1. (2) Given the reactants Cl[CH2:2][C:3]1[NH:7][N:6]=[C:5]([C:8]2[CH:13]=[CH:12][C:11]([C:14]3[N:19]=[C:18]4[N:20]([CH2:24][CH2:25][CH:26]5[CH2:31][CH2:30][O:29][CH2:28][CH2:27]5)[C:21](=[O:23])[NH:22][C:17]4=[N:16][CH:15]=3)=[CH:10][CH:9]=2)[N:4]=1.OCC1NN=C(C2C=CC(C3N=C4N(CCC5CCOCC5)C(=O)NC4=NC=3)=CC=2)[N:35]=1, predict the reaction product. The product is: [NH2:35][CH2:2][C:3]1[NH:7][N:6]=[C:5]([C:8]2[CH:13]=[CH:12][C:11]([C:14]3[N:19]=[C:18]4[N:20]([CH2:24][CH2:25][CH:26]5[CH2:31][CH2:30][O:29][CH2:28][CH2:27]5)[C:21](=[O:23])[NH:22][C:17]4=[N:16][CH:15]=3)=[CH:10][CH:9]=2)[N:4]=1. (3) Given the reactants Cl[C:2]1[N:3]=[C:4]([N:22]2[CH2:27][CH2:26][NH:25][CH2:24][CH:23]2[C:28](=[O:37])[NH:29][C:30]2[CH:35]=[CH:34][CH:33]=[C:32]([CH3:36])[CH:31]=2)[C:5]2[N:11]=[C:10]([C:12]3[CH:17]=[CH:16][C:15]([O:18][CH3:19])=[C:14]([O:20][CH3:21])[CH:13]=3)[CH:9]=[CH:8][C:6]=2[N:7]=1.C([O-])([O-])=O.[K+].[K+].[Cl:44][C:45]1[CH:46]=[C:47]([CH:49]=[CH:50][C:51]=1[F:52])[NH2:48], predict the reaction product. The product is: [Cl:44][C:45]1[CH:46]=[C:47]([CH:49]=[CH:50][C:51]=1[F:52])[NH:48][C:2]1[N:3]=[C:4]([N:22]2[CH2:27][CH2:26][NH:25][CH2:24][CH:23]2[C:28](=[O:37])[NH:29][C:30]2[CH:35]=[CH:34][CH:33]=[C:32]([CH3:36])[CH:31]=2)[C:5]2[N:11]=[C:10]([C:12]3[CH:17]=[CH:16][C:15]([O:18][CH3:19])=[C:14]([O:20][CH3:21])[CH:13]=3)[CH:9]=[CH:8][C:6]=2[N:7]=1. (4) Given the reactants O=C[C:3]1[CH:11]=[CH:10][C:8]([OH:9])=[C:5]([O:6][CH3:7])[CH:4]=1.[C:12](O)(=O)[CH2:13]C(O)=O.N1CCCCC1, predict the reaction product. The product is: [CH:12]([C:11]1[CH:10]=[C:8]([OH:9])[C:5]([O:6][CH3:7])=[CH:4][CH:3]=1)=[CH2:13]. (5) Given the reactants [OH:1][C:2]1([C:9]2[CH:14]=[CH:13][CH:12]=[CH:11][CH:10]=2)[CH2:7][CH2:6][C:5](=O)[CH2:4][CH2:3]1.[F:15][CH2:16][C:17]1([NH:22][C:23](=[O:38])[CH2:24][NH:25][C:26](=[O:37])[C:27]2[CH:32]=[CH:31][CH:30]=[C:29]([C:33]([F:36])([F:35])[F:34])[CH:28]=2)[CH2:21][CH2:20][NH:19][CH2:18]1.C(O[BH-](OC(=O)C)OC(=O)C)(=O)C.[Na+], predict the reaction product. The product is: [F:15][CH2:16][C:17]1([NH:22][C:23](=[O:38])[CH2:24][NH:25][C:26](=[O:37])[C:27]2[CH:32]=[CH:31][CH:30]=[C:29]([C:33]([F:36])([F:34])[F:35])[CH:28]=2)[CH2:21][CH2:20][N:19]([CH:5]2[CH2:6][CH2:7][C:2]([OH:1])([C:9]3[CH:14]=[CH:13][CH:12]=[CH:11][CH:10]=3)[CH2:3][CH2:4]2)[CH2:18]1. (6) Given the reactants [C:1]([CH2:3][CH2:4][CH2:5][CH2:6][CH2:7][CH2:8][CH2:9][CH2:10][CH2:11][C:12]([OH:14])=[O:13])#[N:2].N.[H][H], predict the reaction product. The product is: [NH2:2][CH2:1][CH2:3][CH2:4][CH2:5][CH2:6][CH2:7][CH2:8][CH2:9][CH2:10][CH2:11][C:12]([OH:14])=[O:13]. (7) Given the reactants Br[C:2]1[C:7]([F:8])=[CH:6][C:5]([F:9])=[CH:4][C:3]=1[F:10].C([Li])CCC.[CH3:16][C:17]1[C:21]([C:22]2[CH:23]=[C:24]([C:41](=[O:49])[C:42]3[CH:47]=[CH:46][C:45]([F:48])=[CH:44][N:43]=3)[C:25]3[N:29]=[C:28]([O:30]CC)[N:27](C(OC(C)(C)C)=O)[C:26]=3[CH:40]=2)=[C:20]([CH3:50])[O:19][N:18]=1.Cl, predict the reaction product. The product is: [CH3:16][C:17]1[C:21]([C:22]2[CH:23]=[C:24]([C:41]([C:42]3[CH:47]=[CH:46][C:45]([F:48])=[CH:44][N:43]=3)([OH:49])[C:2]3[C:7]([F:8])=[CH:6][C:5]([F:9])=[CH:4][C:3]=3[F:10])[C:25]3[NH:29][C:28](=[O:30])[NH:27][C:26]=3[CH:40]=2)=[C:20]([CH3:50])[O:19][N:18]=1.